This data is from Merck oncology drug combination screen with 23,052 pairs across 39 cell lines. The task is: Regression. Given two drug SMILES strings and cell line genomic features, predict the synergy score measuring deviation from expected non-interaction effect. Drug 1: CCC1(O)C(=O)OCc2c1cc1n(c2=O)Cc2cc3c(CN(C)C)c(O)ccc3nc2-1. Drug 2: Cn1c(=O)n(-c2ccc(C(C)(C)C#N)cc2)c2c3cc(-c4cnc5ccccc5c4)ccc3ncc21. Cell line: OCUBM. Synergy scores: synergy=-1.46.